This data is from Forward reaction prediction with 1.9M reactions from USPTO patents (1976-2016). The task is: Predict the product of the given reaction. Given the reactants [NH2:1][S:2]([C:5]1[C:17]2[CH:16]=[CH:15][CH:14]=[C:10]([N:11]([CH3:13])[CH3:12])[C:9]=2[CH:8]=[CH:7][CH:6]=1)(=[O:4])=[O:3].C([O-])([O-])=O.[K+].[K+].[CH2:24](Br)[C:25]#[CH:26].[CH3:28][C:29]([CH3:31])=O, predict the reaction product. The product is: [CH3:12][N:11]([CH3:13])[C:10]1[CH:14]=[CH:15][CH:16]=[C:17]2[C:9]=1[CH:8]=[CH:7][CH:6]=[C:5]2[S:2]([N:1]([CH2:31][C:29]#[CH:28])[CH2:24][C:25]#[CH:26])(=[O:3])=[O:4].